Dataset: Full USPTO retrosynthesis dataset with 1.9M reactions from patents (1976-2016). Task: Predict the reactants needed to synthesize the given product. (1) Given the product [NH2:10][C:9]1[C:7]2[N:8]=[C:4]([CH:1]([CH3:3])[CH3:2])[S:5][C:6]=2[C:11](=[O:21])[C:12]2[CH:17]=[CH:16][CH:15]=[CH:14][C:13]=2[N:18]=1, predict the reactants needed to synthesize it. The reactants are: [CH:1]([C:4]1[S:5][C:6]([C:11](=[O:21])[C:12]2[CH:17]=[CH:16][CH:15]=[CH:14][C:13]=2[N+:18]([O-])=O)=[C:7]([C:9]#[N:10])[N:8]=1)([CH3:3])[CH3:2].Cl[Sn]Cl.Cl. (2) Given the product [OH:17][C@@H:16]1[CH2:15][NH:14][CH2:13][C@H:12]1[NH:11][C:9](=[O:10])[O:8][CH2:1][C:2]1[CH:3]=[CH:4][CH:5]=[CH:6][CH:7]=1, predict the reactants needed to synthesize it. The reactants are: [CH2:1]([O:8][C:9]([NH:11][C@H:12]1[C@H:16]([OH:17])[CH2:15][N:14](C(OC(C)(C)C)=O)[CH2:13]1)=[O:10])[C:2]1[CH:7]=[CH:6][CH:5]=[CH:4][CH:3]=1.C(O)(C(F)(F)F)=O.